From a dataset of Forward reaction prediction with 1.9M reactions from USPTO patents (1976-2016). Predict the product of the given reaction. (1) The product is: [CH2:20]([O:17][C:16]([C:13]1[C:14](=[O:15])[C:9]2[C:10]3=[C:5]([CH2:4][CH2:3][CH:2]([CH3:1])[N:11]3[CH:12]=1)[CH:6]=[C:7]([F:19])[CH:8]=2)=[O:18])[CH3:21]. Given the reactants [CH3:1][CH:2]1[N:11]2[CH:12]=[C:13]([C:16]([OH:18])=[O:17])[C:14](=[O:15])[C:9]3[C:10]2=[C:5]([CH:6]=[C:7]([F:19])[CH:8]=3)[CH2:4][CH2:3]1.[CH2:20](I)[CH3:21].C(=O)([O-])[O-].[K+].[K+], predict the reaction product. (2) Given the reactants [C:1]1(=[O:11])[O:6][C:4](=O)[C:3]2=[CH:7][CH:8]=[CH:9][CH:10]=[C:2]12.[CH3:12][C:13]1([CH3:33])[CH:17]([C:18]2[CH:23]=[CH:22][C:21]([CH3:24])=[CH:20][CH:19]=2)[C:16]2[C:25]([CH3:32])=[C:26]([NH2:31])[C:27]([CH3:30])=[C:28]([CH3:29])[C:15]=2[O:14]1.C([O-])(=O)C.[Na+].C(OC(=O)C)(=O)C.[OH-].[Na+], predict the reaction product. The product is: [CH3:12][C:13]1([CH3:33])[CH:17]([C:18]2[CH:19]=[CH:20][C:21]([CH3:24])=[CH:22][CH:23]=2)[C:16]2[C:25]([CH3:32])=[C:26]([N:31]3[C:1](=[O:11])[C:2]4[C:3](=[CH:7][CH:8]=[CH:9][CH:10]=4)[C:4]3=[O:6])[C:27]([CH3:30])=[C:28]([CH3:29])[C:15]=2[O:14]1. (3) Given the reactants [CH3:1][N:2]([CH2:9][C:10]1[CH:11]=[N:12][C:13]([C:16]2[CH:21]=[CH:20][C:19]([S:22]([CH3:25])(=[O:24])=[O:23])=[CH:18][CH:17]=2)=[CH:14][CH:15]=1)[CH:3]1[CH2:8][CH2:7][NH:6][CH2:5][CH2:4]1.C(N(CC)CC)C.Cl[C:34]([O:36][CH2:37][C:38]#[CH:39])=[O:35].N, predict the reaction product. The product is: [CH3:1][N:2]([CH2:9][C:10]1[CH:11]=[N:12][C:13]([C:16]2[CH:17]=[CH:18][C:19]([S:22]([CH3:25])(=[O:24])=[O:23])=[CH:20][CH:21]=2)=[CH:14][CH:15]=1)[CH:3]1[CH2:8][CH2:7][N:6]([C:34]([O:36][CH2:37][C:38]#[CH:39])=[O:35])[CH2:5][CH2:4]1. (4) Given the reactants [CH3:1][NH2:2].S([C:7]1C=CC(C)=CC=1)(O)(=O)=O.S(C1C=CC(C)=CC=1)(O)(=O)=O.[C:25]([N:27]=[C:28]([NH2:47])[NH:29][CH2:30][C:31]1[C:36]([CH3:37])=[CH:35][C:34]([CH3:38])=[C:33]([CH2:39][NH:40][C:41]([NH2:45])=[N:42][C:43]#N)[C:32]=1[CH3:46])#[N:26], predict the reaction product. The product is: [C:1]([N:45]=[C:41]([NH:42][CH3:43])[NH:40][CH2:39][C:33]1[C:34]([CH3:38])=[CH:35][C:36]([CH3:37])=[C:31]([CH2:30][NH:29][C:28]([NH:47][CH3:7])=[N:27][C:25]#[N:26])[C:32]=1[CH3:46])#[N:2]. (5) Given the reactants O=C1C2C(=CC=CC=2)C(=O)[N:3]1[O:12][CH2:13][C:14]1[N:15]=[CH:16][N:17]([C:19]([O:21][C:22]([CH3:25])([CH3:24])[CH3:23])=[O:20])[CH:18]=1.C(Cl)Cl.O.NN, predict the reaction product. The product is: [NH2:3][O:12][CH2:13][C:14]1[N:15]=[CH:16][N:17]([C:19]([O:21][C:22]([CH3:25])([CH3:24])[CH3:23])=[O:20])[CH:18]=1. (6) Given the reactants I[C:2]1[C:3]([S:12][C:13]2[NH:14][C:15]3[C:20]([N:21]=2)=[C:19]([NH2:22])[N:18]=[CH:17][N:16]=3)=[CH:4][C:5]2[C:10]([CH:11]=1)=[CH:9][CH:8]=[CH:7][CH:6]=2.Cl.[N:24]([O-])=O.[Na+].NC(N)=O, predict the reaction product. The product is: [NH2:24][C:2]1[C:3]([S:12][C:13]2[NH:14][C:15]3[C:20]([N:21]=2)=[C:19]([NH2:22])[N:18]=[CH:17][N:16]=3)=[CH:4][C:5]2[C:10]([CH:11]=1)=[CH:9][CH:8]=[CH:7][CH:6]=2. (7) Given the reactants [CH3:1][N:2]1[C@@H:18]2[CH2:19][C:7]3[CH:8]=[CH:9][C:10]([O:22][CH3:23])=[C:11]4[O:12][C@H:13]5[C:14]([O:20][CH3:21])=[CH:15][CH:16]=[C:17]2[C@:5]5([C:6]=34)[CH2:4][CH2:3]1.[Li+].CCC[CH2-].Cl[C:30]([O:32][CH2:33][CH3:34])=[O:31].[NH4+].[Cl-], predict the reaction product. The product is: [CH3:21][O:20][C:14]1[C:13]2([C:30]([O:32][CH2:33][CH3:34])=[O:31])[O:12][C:11]3=[C:6]4[C:5]52[C:17](=[CH:16][CH:15]=1)[CH:18]([CH2:19][C:7]4=[CH:8][CH:9]=[C:10]3[O:22][CH3:23])[N:2]([CH3:1])[CH2:3][CH2:4]5.